This data is from Forward reaction prediction with 1.9M reactions from USPTO patents (1976-2016). The task is: Predict the product of the given reaction. (1) Given the reactants Br[C:2]1[N:7]=[C:6]2[N:8]=[C:9]([CH2:11][C:12]3[CH:17]=[CH:16][C:15]([F:18])=[CH:14][CH:13]=3)[O:10][C:5]2=[CH:4][CH:3]=1.[F:19][C:20]1[CH:25]=[CH:24][C:23]([C:26]2[O:27][C:28]3[CH:38]=[C:37]([N:39]([CH3:44])[S:40]([CH3:43])(=[O:42])=[O:41])[C:36](B4OC(C)(C)C(C)(C)O4)=[CH:35][C:29]=3[C:30]=2[C:31]([NH:33][CH3:34])=[O:32])=[CH:22][CH:21]=1, predict the reaction product. The product is: [F:18][C:15]1[CH:16]=[CH:17][C:12]([CH2:11][C:9]2[O:10][C:5]3[C:6]([N:8]=2)=[N:7][C:2]([C:36]2[C:37]([N:39]([CH3:44])[S:40]([CH3:43])(=[O:42])=[O:41])=[CH:38][C:28]4[O:27][C:26]([C:23]5[CH:24]=[CH:25][C:20]([F:19])=[CH:21][CH:22]=5)=[C:30]([C:31]([NH:33][CH3:34])=[O:32])[C:29]=4[CH:35]=2)=[CH:3][CH:4]=3)=[CH:13][CH:14]=1. (2) The product is: [CH3:1][C:2]([CH2:9][CH2:10][CH2:11][CH:12]([CH3:19])[CH2:13][CH2:14][CH2:15][CH:16]([CH3:18])[CH3:17])=[CH:3][CH2:4][CH2:5][C:6](=[O:8])[CH3:7]. Given the reactants [CH3:1]/[C:2](/[CH2:9][CH2:10][CH2:11][C@H:12]([CH3:19])[CH2:13][CH2:14][CH2:15][CH:16]([CH3:18])[CH3:17])=[CH:3]\[CH2:4][CH2:5][C:6](=[O:8])[CH3:7].C/C(/CCC[C@H](C)CCCC(C)C)=C/CCC(=O)C, predict the reaction product. (3) Given the reactants [H-].[Na+].[C:3]([O:7][CH3:8])(=[O:6])[CH2:4][SH:5].[Br:9][C:10]1[CH:17]=[CH:16][CH:15]=[C:14](F)[C:11]=1[CH:12]=O.O, predict the reaction product. The product is: [CH3:8][O:7][C:3]([C:4]1[S:5][C:14]2[CH:15]=[CH:16][CH:17]=[C:10]([Br:9])[C:11]=2[CH:12]=1)=[O:6]. (4) The product is: [OH:17][CH:18]1[CH2:22][N:21]([C:2]2[CH:7]=[CH:6][C:5]([N+:8]([O-:10])=[O:9])=[CH:4][CH:3]=2)[CH:20]([C:23]([OH:25])=[O:24])[CH2:19]1. Given the reactants F[C:2]1[CH:7]=[CH:6][C:5]([N+:8]([O-:10])=[O:9])=[CH:4][CH:3]=1.C(=O)([O-])[O-].[K+].[K+].[OH:17][C@H:18]1[CH2:22][NH:21][C@H:20]([C:23]([OH:25])=[O:24])[CH2:19]1, predict the reaction product. (5) Given the reactants [CH3:1][C:2]1[N:6]([CH2:7][C:8]([F:11])([F:10])[F:9])[N:5]=[CH:4][C:3]=1[C:12]([NH:14][NH:15][C:16]([C:18]1[CH:19]=[N:20][CH:21]=[CH:22][CH:23]=1)=[O:17])=O, predict the reaction product. The product is: [CH3:1][C:2]1[N:6]([CH2:7][C:8]([F:11])([F:10])[F:9])[N:5]=[CH:4][C:3]=1[C:12]1[O:17][C:16]([C:18]2[CH:19]=[N:20][CH:21]=[CH:22][CH:23]=2)=[N:15][N:14]=1. (6) Given the reactants [CH3:1][O:2][C:3]1[CH:8]=[CH:7][C:6]([C:9]2[CH:10]=[CH:11][C:12](=[O:15])[NH:13][CH:14]=2)=[CH:5][CH:4]=1.C([O-])([O-])=O.[K+].[K+].Br[CH2:23][CH:24]1[CH2:29][CH2:28][CH2:27][CH2:26][CH2:25]1, predict the reaction product. The product is: [CH:24]1([CH2:23][N:13]2[CH:14]=[C:9]([C:6]3[CH:7]=[CH:8][C:3]([O:2][CH3:1])=[CH:4][CH:5]=3)[CH:10]=[CH:11][C:12]2=[O:15])[CH2:29][CH2:28][CH2:27][CH2:26][CH2:25]1. (7) Given the reactants [CH3:1][C:2]([CH3:31])([CH3:30])[CH2:3][C:4]([NH:6][C:7]1[C:8]([CH3:29])=[C:9](B(O)O)[C:10]2[O:14][CH2:13][CH:12]([C:15]3[CH:20]=[CH:19][C:18]([CH:21]([CH3:23])[CH3:22])=[CH:17][CH:16]=3)[C:11]=2[C:24]=1[CH3:25])=[O:5].Br[C:33]1[CH:38]=[CH:37][CH:36]=[CH:35][N:34]=1, predict the reaction product. The product is: [CH:21]([C:18]1[CH:19]=[CH:20][C:15]([CH:12]2[C:11]3[C:24]([CH3:25])=[C:7]([NH:6][C:4](=[O:5])[CH2:3][C:2]([CH3:31])([CH3:30])[CH3:1])[C:8]([CH3:29])=[C:9]([C:33]4[CH:38]=[CH:37][CH:36]=[CH:35][N:34]=4)[C:10]=3[O:14][CH2:13]2)=[CH:16][CH:17]=1)([CH3:23])[CH3:22].